Dataset: Reaction yield outcomes from USPTO patents with 853,638 reactions. Task: Predict the reaction yield, written as a fraction of the theoretical maximum amount of product (1.0 means a 100% yield; for example, 0.34 means a 34% yield). (1) The reactants are [CH3:1][O:2][C:3](=[O:14])[C:4]1[CH:9]=[CH:8][CH:7]=[C:6]([N+:10]([O-])=O)[C:5]=1Br.[C:15]1([NH:21][C:22](=O)[CH3:23])[CH:20]=[CH:19][CH:18]=[CH:17][CH:16]=1. No catalyst specified. The product is [CH3:1][O:2][C:3]([C:4]1[C:5]2[N:21]([C:15]3[CH:20]=[CH:19][CH:18]=[CH:17][CH:16]=3)[C:22]([CH3:23])=[N:10][C:6]=2[CH:7]=[CH:8][CH:9]=1)=[O:14]. The yield is 0.300. (2) The reactants are C(=O)([O-])[O-].[K+].[K+].[C:7]([C:9]1[S:10][C:11]([CH2:14][NH2:15])=[CH:12][CH:13]=1)#[N:8].[CH3:16][C:17]([O:20][C:21](O[C:21]([O:20][C:17]([CH3:19])([CH3:18])[CH3:16])=[O:22])=[O:22])([CH3:19])[CH3:18].CCCCCC.C(OCC)(=O)C. The catalyst is O.O1CCOCC1. The product is [C:7]([C:9]1[S:10][C:11]([CH2:14][NH:15][C:21]([O:20][C:17]([CH3:19])([CH3:18])[CH3:16])=[O:22])=[CH:12][CH:13]=1)#[N:8]. The yield is 0.560. (3) The reactants are [C:1]([O:5][C:6](=[O:12])NCC(=O)N)([CH3:4])([CH3:3])[CH3:2].[CH2:13](N(CC)CC)C.Cl[C:21]([O:23][CH2:24][C:25]1[CH:30]=[CH:29][CH:28]=[CH:27][CH:26]=1)=[O:22].C([O-])([O-])=O.[Na+].[Na+]. The catalyst is ClCCl.CN(C)C1C=CN=CC=1. The product is [CH2:24]([O:23][C:21](=[O:22])[CH2:13][C:6]([O:5][C:1]([CH3:2])([CH3:3])[CH3:4])=[O:12])[C:25]1[CH:30]=[CH:29][CH:28]=[CH:27][CH:26]=1. The yield is 0.950. (4) The reactants are Br[C:2]1[CH:3]=[C:4]([N:8]2[CH:13]3[CH2:14][CH2:15][CH:9]2[CH2:10][CH:11]([OH:16])[CH2:12]3)[CH:5]=[CH:6][CH:7]=1.[B:17]1([B:17]2[O:21][C:20]([CH3:23])([CH3:22])[C:19]([CH3:25])([CH3:24])[O:18]2)[O:21][C:20]([CH3:23])([CH3:22])[C:19]([CH3:25])([CH3:24])[O:18]1.C(Cl)Cl.C([O-])(=O)C. The catalyst is O1CCOCC1.C1C=CC(P(C2C=CC=CC=2)[C-]2C=CC=C2)=CC=1.C1C=CC(P(C2C=CC=CC=2)[C-]2C=CC=C2)=CC=1.Cl[Pd]Cl.[Fe+2]. The product is [CH3:24][C:19]1([CH3:25])[C:20]([CH3:23])([CH3:22])[O:21][B:17]([C:2]2[CH:3]=[C:4]([N:8]3[CH:13]4[CH2:14][CH2:15][CH:9]3[CH2:10][CH:11]([OH:16])[CH2:12]4)[CH:5]=[CH:6][CH:7]=2)[O:18]1. The yield is 0.550. (5) The reactants are [CH3:1][S:2][C:3](SC)=[C:4]([S:7]([C:10]1[CH:15]=[CH:14][CH:13]=[C:12]([C:16]([F:19])([F:18])[F:17])[CH:11]=1)(=[O:9])=[O:8])[C:5]#[N:6].[Cl:22][C:23]1[CH:28]=[C:27]([C:29]([F:32])([F:31])[F:30])[CH:26]=[C:25]([Cl:33])[C:24]=1[NH:34][NH2:35].O. The catalyst is C(O)C. The product is [NH2:6][C:5]1[N:34]([C:24]2[C:23]([Cl:22])=[CH:28][C:27]([C:29]([F:30])([F:32])[F:31])=[CH:26][C:25]=2[Cl:33])[N:35]=[C:3]([S:2][CH3:1])[C:4]=1[S:7]([C:10]1[CH:15]=[CH:14][CH:13]=[C:12]([C:16]([F:18])([F:19])[F:17])[CH:11]=1)(=[O:9])=[O:8]. The yield is 0.400. (6) The reactants are C[O:2][C:3]([C:5]1[C:10](Br)=[C:9]([NH:12][CH2:13][CH:14]2[CH2:16][CH2:15]2)[CH:8]=[C:7]([Cl:17])[N:6]=1)=[O:4].C([Sn](CC[CH2:31][CH3:32])(CCCC)C=C)CCC.O.ClCCl.CN(C)[CH:39]=[O:40]. The catalyst is Cl[Pd](Cl)([P](C1C=CC=CC=1)(C1C=CC=CC=1)C1C=CC=CC=1)[P](C1C=CC=CC=1)(C1C=CC=CC=1)C1C=CC=CC=1. The product is [Cl:17][C:7]1[N:6]=[C:5]([C:3]([OH:2])=[O:4])[C:10]([CH:31]=[CH2:32])=[C:9]([NH:12][CH2:13][C:14]2[O:40][CH:39]=[CH:15][CH:16]=2)[CH:8]=1. The yield is 0.190.